The task is: Predict the reaction yield, written as a fraction of the theoretical maximum amount of product (1.0 means a 100% yield; for example, 0.34 means a 34% yield).. This data is from Reaction yield outcomes from USPTO patents with 853,638 reactions. (1) The reactants are C(=O)(O)[O-].[Na+].[C:14](O[C:14]([O:16][C:17]([CH3:20])([CH3:19])[CH3:18])=[O:15])([O:16][C:17]([CH3:20])([CH3:19])[CH3:18])=[O:15].Br.[Br:22][CH2:23][CH2:24][NH2:25]. The catalyst is O.ClCCl. The product is [Br:22][CH2:23][CH2:24][NH:25][C:14](=[O:15])[O:16][C:17]([CH3:18])([CH3:19])[CH3:20]. The yield is 0.720. (2) The catalyst is CO.[Pd]. The product is [CH3:1][O:2][C:3]([C@H:5]1[CH2:10][CH2:9][C@H:8]([CH2:11][NH:12][CH2:13][CH2:14][C:15]2[CH:20]=[CH:19][CH:18]=[CH:17][C:16]=2[NH2:21])[CH2:7][CH2:6]1)=[O:4]. The yield is 1.00. The reactants are [CH3:1][O:2][C:3]([C@H:5]1[CH2:10][CH2:9][C@H:8]([CH2:11][NH:12][CH2:13][CH2:14][C:15]2[CH:20]=[CH:19][CH:18]=[CH:17][C:16]=2[N+:21]([O-])=O)[CH2:7][CH2:6]1)=[O:4].CC(O)=O.[H][H].